This data is from Forward reaction prediction with 1.9M reactions from USPTO patents (1976-2016). The task is: Predict the product of the given reaction. (1) Given the reactants [CH2:1]([O:3][C:4]([C:6]1[NH:7][C:8]2[C:13]([CH:14]=1)=[CH:12][C:11]([N+:15]([O-:17])=[O:16])=[CH:10][CH:9]=2)=[O:5])[CH3:2].[H-].[Na+].[CH3:20]I, predict the reaction product. The product is: [CH2:1]([O:3][C:4]([C:6]1[NH:7][C:8]2[C:13]([C:14]=1[CH3:20])=[CH:12][C:11]([N+:15]([O-:17])=[O:16])=[CH:10][CH:9]=2)=[O:5])[CH3:2]. (2) Given the reactants [CH:1]1([C:4]2[NH:8][C:7]3[CH:9]=[C:10]([C:22]4[C:23]([CH3:28])=[N:24][O:25][C:26]=4[CH3:27])[CH:11]=[C:12]([C:13]4[C:14]([O:20]C)=[N:15][CH:16]=[CH:17][C:18]=4[CH3:19])[C:6]=3[N:5]=2)[CH2:3][CH2:2]1.[C:29]([OH:35])([C:31]([F:34])([F:33])[F:32])=[O:30], predict the reaction product. The product is: [F:32][C:31]([F:34])([F:33])[C:29]([OH:35])=[O:30].[CH:1]1([C:4]2[NH:8][C:7]3[CH:9]=[C:10]([C:22]4[C:23]([CH3:28])=[N:24][O:25][C:26]=4[CH3:27])[CH:11]=[C:12]([C:13]4[C:14]([OH:20])=[N:15][CH:16]=[CH:17][C:18]=4[CH3:19])[C:6]=3[N:5]=2)[CH2:2][CH2:3]1.